Dataset: Peptide-MHC class I binding affinity with 185,985 pairs from IEDB/IMGT. Task: Regression. Given a peptide amino acid sequence and an MHC pseudo amino acid sequence, predict their binding affinity value. This is MHC class I binding data. (1) The peptide sequence is ETFSMGLLCL. The MHC is HLA-A01:01 with pseudo-sequence HLA-A01:01. The binding affinity (normalized) is 0.177. (2) The peptide sequence is QINELHHSK. The MHC is HLA-A31:01 with pseudo-sequence HLA-A31:01. The binding affinity (normalized) is 0.462. (3) The peptide sequence is LSCTKNNSHH. The MHC is HLA-A11:01 with pseudo-sequence HLA-A11:01. The binding affinity (normalized) is 0. (4) The peptide sequence is NSYISNIIY. The MHC is HLA-A11:01 with pseudo-sequence HLA-A11:01. The binding affinity (normalized) is 0.277. (5) The peptide sequence is CTFMIITSTK. The MHC is HLA-B51:01 with pseudo-sequence HLA-B51:01. The binding affinity (normalized) is 0.146.